Dataset: Reaction yield outcomes from USPTO patents with 853,638 reactions. Task: Predict the reaction yield, written as a fraction of the theoretical maximum amount of product (1.0 means a 100% yield; for example, 0.34 means a 34% yield). (1) The reactants are N12CCCN=C1CCCCC2.Cl.[NH2:13][CH2:14][C:15]1[CH:23]=[CH:22][CH:21]=[C:20]2[C:16]=1[C:17](=[O:33])[N:18]([CH:25]1[CH2:30][CH2:29][C:28](=[O:31])[NH:27][C:26]1=[O:32])[C:19]2=[O:24].[N+](C1C=CC([N:43]([CH:47]2[CH2:49][CH2:48]2)[C:44](=O)[O-:45])=CC=1)([O-])=O. The catalyst is CC#N. The product is [O:32]=[C:26]1[CH:25]([N:18]2[C:17](=[O:33])[C:16]3[C:20](=[CH:21][CH:22]=[CH:23][C:15]=3[CH2:14][NH:13][C:44]([NH:43][CH:47]3[CH2:49][CH2:48]3)=[O:45])[C:19]2=[O:24])[CH2:30][CH2:29][C:28](=[O:31])[NH:27]1. The yield is 0.770. (2) The reactants are [OH:1][C:2]1[CH:12]=[CH:11][C:5]([C:6]([O:8][CH2:9]C)=[O:7])=[CH:4][CH:3]=1.[O:13]1[CH2:18][CH2:17][CH:16](O)[CH2:15][CH2:14]1.C1C=CC(P(C2C=CC=CC=2)C2C=CC=CC=2)=CC=1.CCOC(/N=N/C(OCC)=O)=O. The catalyst is C1COCC1.O. The product is [O:13]1[CH2:18][CH2:17][CH:16]([O:1][C:2]2[CH:12]=[CH:11][C:5]([C:6]([O:8][CH3:9])=[O:7])=[CH:4][CH:3]=2)[CH2:15][CH2:14]1. The yield is 0.450.